From a dataset of NCI-60 drug combinations with 297,098 pairs across 59 cell lines. Regression. Given two drug SMILES strings and cell line genomic features, predict the synergy score measuring deviation from expected non-interaction effect. (1) Drug 1: CC12CCC(CC1=CCC3C2CCC4(C3CC=C4C5=CN=CC=C5)C)O. Drug 2: CNC(=O)C1=CC=CC=C1SC2=CC3=C(C=C2)C(=NN3)C=CC4=CC=CC=N4. Cell line: NCI-H460. Synergy scores: CSS=3.76, Synergy_ZIP=1.24, Synergy_Bliss=4.48, Synergy_Loewe=0.624, Synergy_HSA=3.11. (2) Drug 1: C1=NC2=C(N=C(N=C2N1C3C(C(C(O3)CO)O)O)F)N. Drug 2: CC1=C(N=C(N=C1N)C(CC(=O)N)NCC(C(=O)N)N)C(=O)NC(C(C2=CN=CN2)OC3C(C(C(C(O3)CO)O)O)OC4C(C(C(C(O4)CO)O)OC(=O)N)O)C(=O)NC(C)C(C(C)C(=O)NC(C(C)O)C(=O)NCCC5=NC(=CS5)C6=NC(=CS6)C(=O)NCCC[S+](C)C)O. Cell line: BT-549. Synergy scores: CSS=25.3, Synergy_ZIP=-6.90, Synergy_Bliss=-3.05, Synergy_Loewe=0.0771, Synergy_HSA=1.00. (3) Drug 1: CN1CCC(CC1)COC2=C(C=C3C(=C2)N=CN=C3NC4=C(C=C(C=C4)Br)F)OC. Drug 2: N.N.Cl[Pt+2]Cl. Cell line: SF-539. Synergy scores: CSS=-0.0855, Synergy_ZIP=-1.68, Synergy_Bliss=-4.95, Synergy_Loewe=-14.5, Synergy_HSA=-4.47. (4) Drug 1: C1CCC(C1)C(CC#N)N2C=C(C=N2)C3=C4C=CNC4=NC=N3. Drug 2: CCC1(CC2CC(C3=C(CCN(C2)C1)C4=CC=CC=C4N3)(C5=C(C=C6C(=C5)C78CCN9C7C(C=CC9)(C(C(C8N6C)(C(=O)OC)O)OC(=O)C)CC)OC)C(=O)OC)O.OS(=O)(=O)O. Cell line: DU-145. Synergy scores: CSS=37.7, Synergy_ZIP=0.0848, Synergy_Bliss=1.96, Synergy_Loewe=-24.9, Synergy_HSA=3.10. (5) Drug 1: CC(CN1CC(=O)NC(=O)C1)N2CC(=O)NC(=O)C2. Drug 2: CC1C(C(CC(O1)OC2CC(CC3=C2C(=C4C(=C3O)C(=O)C5=C(C4=O)C(=CC=C5)OC)O)(C(=O)C)O)N)O.Cl. Cell line: 786-0. Synergy scores: CSS=25.1, Synergy_ZIP=0.906, Synergy_Bliss=7.47, Synergy_Loewe=-3.44, Synergy_HSA=9.25. (6) Drug 1: CC(C1=C(C=CC(=C1Cl)F)Cl)OC2=C(N=CC(=C2)C3=CN(N=C3)C4CCNCC4)N. Drug 2: CN(C)C1=NC(=NC(=N1)N(C)C)N(C)C. Cell line: HT29. Synergy scores: CSS=11.6, Synergy_ZIP=1.12, Synergy_Bliss=8.81, Synergy_Loewe=-7.73, Synergy_HSA=2.81. (7) Drug 1: CC12CCC(CC1=CCC3C2CCC4(C3CC=C4C5=CN=CC=C5)C)O. Drug 2: CC(CN1CC(=O)NC(=O)C1)N2CC(=O)NC(=O)C2. Cell line: K-562. Synergy scores: CSS=33.2, Synergy_ZIP=-10.8, Synergy_Bliss=-4.49, Synergy_Loewe=-3.21, Synergy_HSA=-3.26. (8) Drug 1: CC12CCC3C(C1CCC2=O)CC(=C)C4=CC(=O)C=CC34C. Drug 2: CC1=C(C(=CC=C1)Cl)NC(=O)C2=CN=C(S2)NC3=CC(=NC(=N3)C)N4CCN(CC4)CCO. Cell line: MDA-MB-435. Synergy scores: CSS=12.3, Synergy_ZIP=1.76, Synergy_Bliss=-0.136, Synergy_Loewe=-3.36, Synergy_HSA=-4.31. (9) Drug 1: C1C(C(OC1N2C=NC3=C(N=C(N=C32)Cl)N)CO)O. Drug 2: C1=NC2=C(N=C(N=C2N1C3C(C(C(O3)CO)O)F)Cl)N. Cell line: MCF7. Synergy scores: CSS=1.90, Synergy_ZIP=0.418, Synergy_Bliss=3.13, Synergy_Loewe=1.65, Synergy_HSA=1.85. (10) Drug 1: CCC1(CC2CC(C3=C(CCN(C2)C1)C4=CC=CC=C4N3)(C5=C(C=C6C(=C5)C78CCN9C7C(C=CC9)(C(C(C8N6C=O)(C(=O)OC)O)OC(=O)C)CC)OC)C(=O)OC)O.OS(=O)(=O)O. Drug 2: C1=CC=C(C(=C1)C(C2=CC=C(C=C2)Cl)C(Cl)Cl)Cl. Cell line: COLO 205. Synergy scores: CSS=33.4, Synergy_ZIP=-3.30, Synergy_Bliss=-8.97, Synergy_Loewe=-61.9, Synergy_HSA=-10.3.